Predict hERG channel inhibition at various concentrations. From a dataset of hERG Central: cardiac toxicity at 1µM, 10µM, and general inhibition. (1) The drug is Cc1cccc(C)c1OCc1cc(C(=O)N2CCC(c3ccncc3)CC2)no1. Results: hERG_inhib (hERG inhibition (general)): blocker. (2) The molecule is CCC(C)CCN1C(Nc2ccccc2)=NC[C@@H]1Cc1ccccc1. Results: hERG_inhib (hERG inhibition (general)): blocker. (3) The drug is Cc1ccc(Cl)cc1N1CCN(C(=O)CNC(=O)c2ccc(Br)o2)CC1. Results: hERG_inhib (hERG inhibition (general)): blocker. (4) The compound is COc1ccc2c(c1)C=C(CN1CCN(C3CCCC3)C(CCO)C1)CO2. Results: hERG_inhib (hERG inhibition (general)): blocker. (5) The molecule is Cc1cc(N2CCN(c3ccc(F)cc3)CC2)n2ncnc2n1. Results: hERG_inhib (hERG inhibition (general)): blocker. (6) The molecule is CCOC(=O)C1(CCCc2ccccc2)CCN(Cc2nccn2CC)CC1. Results: hERG_inhib (hERG inhibition (general)): blocker. (7) The drug is Cc1cc(N2CCN(S(=O)(=O)c3ccccc3)CC2)c2ccccc2n1. Results: hERG_inhib (hERG inhibition (general)): blocker. (8) The drug is O=[N+]([O-])c1ccc(-n2cnc3ccccc32)c([N+](=O)[O-])c1. Results: hERG_inhib (hERG inhibition (general)): blocker. (9) The compound is CCN(CC)CCNC(=O)c1cn(CC)c2ccc(S(=O)(=O)N3CCc4ccccc4C3)cc2c1=O. Results: hERG_inhib (hERG inhibition (general)): blocker. (10) The drug is CCN1CCN(c2nc(N)c([N+](=O)[O-])c(Nc3ccc(C)cc3)n2)CC1. Results: hERG_inhib (hERG inhibition (general)): blocker.